From a dataset of Forward reaction prediction with 1.9M reactions from USPTO patents (1976-2016). Predict the product of the given reaction. (1) The product is: [F:21][C:22]1[CH:30]=[C:29]2[C:25]([C:26]([C:40]3[C:41]([CH3:56])=[N:42][N:43]([CH2:46][CH:47]4[CH2:52][CH2:51][N:50]([C:53]([O:55][C:5]([CH3:9])([CH3:6])[CH3:4])=[O:54])[CH2:49][CH2:48]4)[C:44]=3[CH3:45])=[CH:27][NH:28]2)=[CH:24][CH:23]=1. Given the reactants FC1C=[C:9]2[C:5]([C:6](I)=CN2S(C2C=CC=CC=2)(=O)=O)=[CH:4]C=1.[F:21][C:22]1[CH:30]=[C:29]2[C:25]([C:26]([C:40]3[C:41]([CH3:56])=[N:42][N:43]([CH2:46][CH:47]4[CH2:52][CH2:51][N:50]([C:53]([O-:55])=[O:54])[CH2:49][CH2:48]4)[C:44]=3[CH3:45])=[CH:27][N:28]2S(C2C=CC=CC=2)(=O)=O)=[CH:24][CH:23]=1, predict the reaction product. (2) Given the reactants C([N:8]1[C@H:12]([C:13]2[CH:18]=[C:17]([F:19])[C:16]([F:20])=[C:15]([F:21])[CH:14]=2)[CH2:11][CH2:10][C@@H:9]1[C:22]1([OH:25])[CH2:24][CH2:23]1)C1C=CC=CC=1, predict the reaction product. The product is: [F:19][C:17]1[CH:18]=[C:13]([C@H:12]2[NH:8][C@@H:9]([C:22]3([OH:25])[CH2:23][CH2:24]3)[CH2:10][CH2:11]2)[CH:14]=[C:15]([F:21])[C:16]=1[F:20]. (3) Given the reactants [C:1]1([CH2:7][CH2:8][CH2:9][CH2:10][CH2:11][CH2:12][CH2:13][C:14]([OH:16])=O)[CH:6]=[CH:5][CH:4]=[CH:3][CH:2]=1.[CH2:17]([O:19][C:20](=[O:47])[CH:21]=[CH:22][CH:23]([NH:39]C(OC(C)(C)C)=O)[CH2:24][C:25]1[CH:30]=[CH:29][C:28]([O:31][CH2:32][C:33]2[CH:38]=[CH:37][CH:36]=[CH:35][CH:34]=2)=[CH:27][CH:26]=1)[CH3:18], predict the reaction product. The product is: [CH2:17]([O:19][C:20](=[O:47])[CH2:21][CH2:22][CH:23]([NH:39][C:14](=[O:16])[CH2:13][CH2:12][CH2:11][CH2:10][CH2:9][CH2:8][CH2:7][C:1]1[CH:2]=[CH:3][CH:4]=[CH:5][CH:6]=1)[CH2:24][C:25]1[CH:30]=[CH:29][C:28]([O:31][CH2:32][C:33]2[CH:38]=[CH:37][CH:36]=[CH:35][CH:34]=2)=[CH:27][CH:26]=1)[CH3:18]. (4) Given the reactants Cl[C:2]1[CH:7]=[CH:6][N:5]=[C:4]([CH2:8][OH:9])[CH:3]=1.[CH3:10][NH:11][CH3:12], predict the reaction product. The product is: [CH3:10][N:11]([CH3:12])[C:2]1[CH:7]=[CH:6][N:5]=[C:4]([CH2:8][OH:9])[CH:3]=1. (5) Given the reactants [CH3:1][NH:2][CH2:3][CH:4]([C:6]1[CH:11]=[CH:10][CH:9]=[CH:8][CH:7]=1)[OH:5].[H-].[Na+].[O:14]1[C:18]2[CH:19]=[CH:20][CH:21]=[CH:22][C:17]=2[CH:16]=[C:15]1[C:23]1[N:27]2[N:28]=[C:29](Cl)[CH:30]=[CH:31][C:26]2=[N:25][CH:24]=1, predict the reaction product. The product is: [O:14]1[C:18]2[CH:19]=[CH:20][CH:21]=[CH:22][C:17]=2[CH:16]=[C:15]1[C:23]1[N:27]2[N:28]=[C:29]([N:2]([CH3:1])[CH2:3][CH:4]([C:6]3[CH:11]=[CH:10][CH:9]=[CH:8][CH:7]=3)[OH:5])[CH:30]=[CH:31][C:26]2=[N:25][CH:24]=1. (6) Given the reactants [F:1][C:2]1[CH:3]=[C:4]2[C:8](=[CH:9][CH:10]=1)[NH:7][C:6](=[O:11])[C:5]2=O.C(O)(=O)[CH2:14][C:15]([OH:17])=[O:16], predict the reaction product. The product is: [F:1][C:2]1[CH:3]=[C:4]2[C:8](=[CH:9][CH:10]=1)[N:7]=[C:6]([OH:11])[CH:5]=[C:14]2[C:15]([OH:17])=[O:16]. (7) Given the reactants Br[CH2:2][C:3](=O)[C:4]([C:6]1[CH:11]=[CH:10][CH:9]=[CH:8][C:7]=1[CH3:12])=[O:5].[C:14]([O:18][C:19](=[O:28])[NH:20][CH2:21][CH2:22][CH2:23][NH:24][C:25]([NH2:27])=[S:26])([CH3:17])([CH3:16])[CH3:15].CCN(CC)CC, predict the reaction product. The product is: [C:14]([O:18][C:19](=[O:28])[NH:20][CH2:21][CH2:22][CH2:23][NH:24][C:25]1[S:26][CH:2]=[C:3]([C:4](=[O:5])[C:6]2[CH:11]=[CH:10][CH:9]=[CH:8][C:7]=2[CH3:12])[N:27]=1)([CH3:17])([CH3:15])[CH3:16].